This data is from Catalyst prediction with 721,799 reactions and 888 catalyst types from USPTO. The task is: Predict which catalyst facilitates the given reaction. (1) Reactant: [F:1][C:2]1[CH:7]=[C:6]([F:8])[CH:5]=[CH:4][C:3]=1[C:9]1[NH:13][C:12]([C:14]([CH3:20])([CH3:19])[C:15]([O:17][CH3:18])=[O:16])=[N:11][C:10]=1[C:21]1[CH:26]=[CH:25][C:24]([N+:27]([O-])=O)=[C:23]([OH:30])[N:22]=1. Product: [NH2:27][C:24]1[CH:25]=[CH:26][C:21]([C:10]2[N:11]=[C:12]([C:14]([CH3:20])([CH3:19])[C:15]([O:17][CH3:18])=[O:16])[NH:13][C:9]=2[C:3]2[CH:4]=[CH:5][C:6]([F:8])=[CH:7][C:2]=2[F:1])=[N:22][C:23]=1[OH:30]. The catalyst class is: 19. (2) Reactant: [N:1]1[CH:6]=[CH:5][CH:4]=[C:3]([C:7]2[CH:12]=[CH:11][C:10]([NH2:13])=[CH:9][CH:8]=2)[CH:2]=1.[N:14]([O-])=O.[Na+].O.O.[Sn](Cl)Cl.[OH-].[K+]. Product: [N:1]1[CH:6]=[CH:5][CH:4]=[C:3]([C:7]2[CH:12]=[CH:11][C:10]([NH:13][NH2:14])=[CH:9][CH:8]=2)[CH:2]=1. The catalyst class is: 126. (3) Reactant: [B:10]1([B:10]2[O:14][C:13]([CH3:16])([CH3:15])[C:12]([CH3:18])([CH3:17])[O:11]2)[O:14][C:13]([CH3:16])([CH3:15])[C:12]([CH3:18])([CH3:17])[O:11]1.CC([O-])=O.[K+].C(Cl)Cl.Br[C:28]1[CH:29]=[C:30]2[C:35](=[CH:36][C:37]=1[O:38][CH3:39])[NH:34][C:33](=[O:40])[CH:32]=[CH:31]2. Product: [CH3:39][O:38][C:37]1[CH:36]=[C:35]2[C:30]([CH:31]=[CH:32][C:33](=[O:40])[NH:34]2)=[CH:29][C:28]=1[B:10]1[O:11][C:12]([CH3:17])([CH3:18])[C:13]([CH3:15])([CH3:16])[O:14]1. The catalyst class is: 418. (4) The catalyst class is: 1. Reactant: [F:1][C:2]1[CH:3]=[C:4]([C@H:10]2[CH2:14][CH2:13][CH2:12][N:11]2[C:15]2[CH:20]=[CH:19][N:18]3[N:21]=[CH:22][C:23]([C:24](O)=[O:25])=[C:17]3[N:16]=2)[C:5]([O:8][CH3:9])=[N:6][CH:7]=1.C(N(CC)CC)C.ClC1C=C(Cl)C=C(Cl)C=1C(Cl)=O.[CH3:46][C:47]1[CH:51]=[C:50]([NH2:52])[NH:49][N:48]=1. Product: [F:1][C:2]1[CH:3]=[C:4]([C@H:10]2[CH2:14][CH2:13][CH2:12][N:11]2[C:15]2[CH:20]=[CH:19][N:18]3[N:21]=[CH:22][C:23]([C:24]([NH:52][C:50]4[NH:49][N:48]=[C:47]([CH3:46])[CH:51]=4)=[O:25])=[C:17]3[N:16]=2)[C:5]([O:8][CH3:9])=[N:6][CH:7]=1. (5) Reactant: [CH2:1]([O:19][C:20]1[CH:21]=[C:22]([CH:45]2[O:49][CH:48]([CH2:50][OH:51])[CH2:47][O:46]2)[CH:23]=[C:24]([O:26][CH2:27][CH2:28][CH2:29][CH2:30][CH2:31][CH2:32][CH2:33][CH2:34]/[CH:35]=[CH:36]\[CH2:37][CH2:38][CH2:39][CH2:40][CH2:41][CH2:42][CH2:43][CH3:44])[CH:25]=1)[CH2:2][CH2:3][CH2:4][CH2:5][CH2:6][CH2:7][CH2:8]/[CH:9]=[CH:10]\[CH2:11][CH2:12][CH2:13][CH2:14][CH2:15][CH2:16][CH2:17][CH3:18].CCN(C(C)C)C(C)C.[CH3:61][S:62](Cl)(=[O:64])=[O:63]. Product: [CH3:61][S:62]([O:51][CH2:50][CH:48]1[CH2:47][O:46][CH:45]([C:22]2[CH:23]=[C:24]([O:26][CH2:27][CH2:28][CH2:29][CH2:30][CH2:31][CH2:32][CH2:33][CH2:34]/[CH:35]=[CH:36]\[CH2:37][CH2:38][CH2:39][CH2:40][CH2:41][CH2:42][CH2:43][CH3:44])[CH:25]=[C:20]([O:19][CH2:1][CH2:2][CH2:3][CH2:4][CH2:5][CH2:6][CH2:7][CH2:8]/[CH:9]=[CH:10]\[CH2:11][CH2:12][CH2:13][CH2:14][CH2:15][CH2:16][CH2:17][CH3:18])[CH:21]=2)[O:49]1)(=[O:64])=[O:63]. The catalyst class is: 2. (6) Reactant: C([N:3](CC)CC)C.[Cl:8][C:9]1[CH:10]=[C:11]2[NH:29][C:28]([O:30][C@@H:31]3[CH2:35][O:34][C@H:33]([C:36]([OH:38])=O)[C@H:32]3[OH:39])=[N:27][C:12]2=[N:13][C:14]=1[C:15]1[CH:20]=[CH:19][C:18]([C:21]2[CH:26]=[CH:25][CH:24]=[CH:23][CH:22]=2)=[CH:17][CH:16]=1.ClC(OCC)=O.N.C[Si](C)(C)[O-].[K+]. Product: [Cl:8][C:9]1[CH:10]=[C:11]2[NH:29][C:28]([O:30][C@@H:31]3[CH2:35][O:34][C@H:33]([C:36]([NH2:3])=[O:38])[C@H:32]3[OH:39])=[N:27][C:12]2=[N:13][C:14]=1[C:15]1[CH:20]=[CH:19][C:18]([C:21]2[CH:26]=[CH:25][CH:24]=[CH:23][CH:22]=2)=[CH:17][CH:16]=1. The catalyst class is: 57. (7) Reactant: [F:1][C:2]([F:17])([F:16])[CH:3]([C:5]1[CH:10]=[CH:9][C:8]([O:11][C:12]([F:15])([F:14])[F:13])=[CH:7][CH:6]=1)[OH:4].C(N(CC)CC)C.[CH3:25][S:26](Cl)(=[O:28])=[O:27].O. Product: [CH3:25][S:26]([O:4][CH:3]([C:5]1[CH:10]=[CH:9][C:8]([O:11][C:12]([F:13])([F:14])[F:15])=[CH:7][CH:6]=1)[C:2]([F:16])([F:17])[F:1])(=[O:28])=[O:27]. The catalyst class is: 7.